From a dataset of Full USPTO retrosynthesis dataset with 1.9M reactions from patents (1976-2016). Predict the reactants needed to synthesize the given product. (1) Given the product [CH3:1][N:2]1[CH2:3][CH2:4][N:5]([C:8]2[C:13]([CH2:14][CH:15]3[O:20][CH2:19][CH2:18][N:17]([C:21]4[CH:26]=[CH:25][C:24]([CH:27]5[CH2:28][CH2:29][O:30][CH2:31][CH2:32]5)=[CH:23][CH:22]=4)[C:16]3=[O:33])=[CH:12][CH:11]=[CH:10][N:9]=2)[CH2:6][CH2:7]1, predict the reactants needed to synthesize it. The reactants are: [CH3:1][N:2]1[CH2:7][CH2:6][N:5]([C:8]2[C:13]([CH:14]=[C:15]3[O:20][CH2:19][CH2:18][N:17]([C:21]4[CH:26]=[CH:25][C:24]([CH:27]5[CH2:32][CH2:31][O:30][CH2:29][CH2:28]5)=[CH:23][CH:22]=4)[C:16]3=[O:33])=[CH:12][CH:11]=[CH:10][N:9]=2)[CH2:4][CH2:3]1. (2) Given the product [F:5][C:6]1[C:11]([O:12][CH2:13][C:14]2[O:18][N:17]=[C:16]([C:19]3[CH:24]=[CH:23][C:22]([OH:25])=[CH:21][CH:20]=3)[N:15]=2)=[CH:10][CH:9]=[C:8]([F:27])[C:7]=1[C:28]([NH2:30])=[O:29], predict the reactants needed to synthesize it. The reactants are: B(Br)(Br)Br.[F:5][C:6]1[C:11]([O:12][CH2:13][C:14]2[O:18][N:17]=[C:16]([C:19]3[CH:24]=[CH:23][C:22]([O:25]C)=[CH:21][CH:20]=3)[N:15]=2)=[CH:10][CH:9]=[C:8]([F:27])[C:7]=1[C:28]([NH2:30])=[O:29].O. (3) Given the product [Br:1][C:2]1[CH:7]=[CH:6][C:5]([S:8]([NH:47][C@@H:45]([CH3:46])[C:44]([F:49])([F:48])[F:43])(=[O:9])=[O:10])=[C:4]([F:12])[C:3]=1[O:18][CH:17]([F:29])[F:16], predict the reactants needed to synthesize it. The reactants are: [Br:1][C:2]1[CH:7]=[CH:6][C:5]([S:8](Cl)(=[O:10])=[O:9])=[C:4]([F:12])[C:3]=1C(F)F.[F:16][CH:17]([F:29])[O:18]C1C=CC=C([N+]([O-])=O)C=1F.FC(F)C1C=CC=C([N+]([O-])=O)C=1F.[F:43][C:44]([F:49])([F:48])[C@@H:45]([NH2:47])[CH3:46]. (4) Given the product [C:1]([C:3]1[CH:4]=[CH:5][C:6]([CH:9]2[CH2:10][CH2:11][N:12]([C:15]([O:17][C:18]([CH3:21])([CH3:20])[CH3:19])=[O:16])[C:13](=[O:24])[CH2:14]2)=[CH:7][CH:8]=1)#[N:2], predict the reactants needed to synthesize it. The reactants are: [C:1]([C:3]1[CH:8]=[CH:7][C:6]([CH:9]2[CH2:14][CH2:13][N:12]([C:15]([O:17][C:18]([CH3:21])([CH3:20])[CH3:19])=[O:16])[CH2:11][CH2:10]2)=[CH:5][CH:4]=1)#[N:2].C(OCC)(=[O:24])C.